This data is from Catalyst prediction with 721,799 reactions and 888 catalyst types from USPTO. The task is: Predict which catalyst facilitates the given reaction. (1) Reactant: [Cl:1][C:2]1[CH:11]=[C:10]2[C:5]([C:6]([C:28]3[CH:29]=[C:30](/[CH:34]=[CH:35]/[C:36]([OH:38])=O)[CH:31]=[CH:32][CH:33]=3)=[C:7]([CH2:13][C:14]([NH:16][C:17]3[CH:22]=[CH:21][C:20]([F:23])=[CH:19][C:18]=3[C:24]([F:27])([F:26])[F:25])=[O:15])[C:8](=[O:12])[O:9]2)=[CH:4][C:3]=1[CH3:39].C(N1C=CN=C1)(N1C=CN=C1)=O.[CH3:52][S:53]([NH2:56])(=[O:55])=[O:54].C1CCN2C(=NCCC2)CC1.Cl. Product: [Cl:1][C:2]1[CH:11]=[C:10]2[C:5]([C:6]([C:28]3[CH:29]=[C:30](/[CH:34]=[CH:35]/[C:36]([NH:56][S:53]([CH3:52])(=[O:55])=[O:54])=[O:38])[CH:31]=[CH:32][CH:33]=3)=[C:7]([CH2:13][C:14]([NH:16][C:17]3[CH:22]=[CH:21][C:20]([F:23])=[CH:19][C:18]=3[C:24]([F:26])([F:27])[F:25])=[O:15])[C:8](=[O:12])[O:9]2)=[CH:4][C:3]=1[CH3:39]. The catalyst class is: 3. (2) Reactant: [NH:1]1[C:5]([C:6]2[CH:11]=[CH:10][CH:9]=[CH:8][C:7]=2[NH:12]C(=O)OC(C)(C)C)=[CH:4][N:3]=[CH:2]1.[ClH:20]. Product: [Cl-:20].[NH3+:12][C:7]1[CH:8]=[CH:9][CH:10]=[CH:11][C:6]=1[C:5]1[N:1]=[CH:2][NH2+:3][CH:4]=1.[Cl-:20]. The catalyst class is: 12. (3) Reactant: [F:1][C:2]1[C:3]([NH:28][C@H:29]2[CH2:34][CH2:33][CH2:32][C@@H:31]([NH:35][C:36]([N:38]3[CH2:43][CH2:42][O:41][CH2:40][CH2:39]3)=[O:37])[CH2:30]2)=[N:4][C:5]([C:8]2[C:16]3[C:11](=[N:12][CH:13]=[C:14]([F:17])[CH:15]=3)[N:10](S(C3C=CC(C)=CC=3)(=O)=O)[CH:9]=2)=[N:6][CH:7]=1.C[O-].[Na+]. Product: [F:1][C:2]1[C:3]([NH:28][C@H:29]2[CH2:34][CH2:33][CH2:32][C@@H:31]([NH:35][C:36]([N:38]3[CH2:39][CH2:40][O:41][CH2:42][CH2:43]3)=[O:37])[CH2:30]2)=[N:4][C:5]([C:8]2[C:16]3[C:11](=[N:12][CH:13]=[C:14]([F:17])[CH:15]=3)[NH:10][CH:9]=2)=[N:6][CH:7]=1. The catalyst class is: 5. (4) Reactant: C(C1CC(C)(C)CCC1(O[SiH3])[C:13]1[CH:21]=[CH:20][CH:19]=[C:18]2[C:14]=1[C:15](=[O:23])[NH:16][C:17]2=[O:22])(C)(C)C.C([SiH]([CH2:31][CH3:32])CC)C.[CH3:33][CH:34]([CH3:46])[CH2:35][CH:36]=[C:37]([C:40]1[CH:45]=[CH:44][CH:43]=[CH:42][CH:41]=1)[CH:38]=[O:39].[Bi](Br)(Br)Br. The catalyst class is: 10. Product: [CH3:33][CH:34]([CH3:46])[CH2:35][CH:36]=[C:37]([C:40]1[CH:45]=[CH:44][CH:43]=[CH:42][CH:41]=1)[CH2:38][O:39][C@H:32]1[CH2:31][CH2:15][C@H:14]([N:16]2[C:15](=[O:23])[C:14]3[C:18](=[CH:19][CH:20]=[CH:21][CH:13]=3)[C:17]2=[O:22])[CH2:13][CH2:21]1.